From a dataset of Reaction yield outcomes from USPTO patents with 853,638 reactions. Predict the reaction yield, written as a fraction of the theoretical maximum amount of product (1.0 means a 100% yield; for example, 0.34 means a 34% yield). (1) The reactants are N1[C:10]2[C:5](=[CH:6][CH:7]=[CH:8][CH:9]=2)[C:4](N)=NC=1.N1[CH:13]=[CH:14]N2C=C(B(O)O)C=CC=12.[N:24]1[CH:25]=[CH:26][N:27]2[CH:32]=[C:31]([C:33]3[N:42]=[C:41]([NH:43][CH2:44][CH:45](C4C=CC=CC=4)[C:46]4N[CH:48]=[CH:49][CH:50]=4)[C:40]4[C:35](=[CH:36][CH:37]=[CH:38][CH:39]=4)[N:34]=3)[CH:30]=[CH:29][C:28]=12. The catalyst is C(Cl)Cl.CCOC(C)=O. The product is [C:46]1([CH:45]([CH2:4][C:5]2[CH:10]=[CH:9][CH:8]=[CH:7][CH:6]=2)[CH2:44][NH:43][C:41]2[C:40]3[C:35](=[CH:36][CH:37]=[CH:38][CH:39]=3)[N:34]=[C:33]([C:31]3[CH:30]=[CH:29][C:28]4[N:27]([CH:26]=[CH:25][N:24]=4)[CH:32]=3)[N:42]=2)[CH:50]=[CH:49][CH:48]=[CH:14][CH:13]=1. The yield is 0.710. (2) The reactants are [Cl:1][C:2]1[CH:7]=[C:6]([O:8][CH3:9])[C:5](I)=[CH:4][C:3]=1[C:11]1[CH:16]=[C:15]([Cl:17])[CH:14]=[CH:13][C:12]=1[Cl:18].[CH2:19]([Sn](CCCC)(CCCC)C=C)[CH2:20]CC.[F-].[K+]. The catalyst is C1(C)C=CC=CC=1.O.C1C=CC([P]([Pd]([P](C2C=CC=CC=2)(C2C=CC=CC=2)C2C=CC=CC=2)([P](C2C=CC=CC=2)(C2C=CC=CC=2)C2C=CC=CC=2)[P](C2C=CC=CC=2)(C2C=CC=CC=2)C2C=CC=CC=2)(C2C=CC=CC=2)C2C=CC=CC=2)=CC=1. The product is [Cl:1][C:2]1[CH:7]=[C:6]([O:8][CH3:9])[C:5]([CH:19]=[CH2:20])=[CH:4][C:3]=1[C:11]1[CH:16]=[C:15]([Cl:17])[CH:14]=[CH:13][C:12]=1[Cl:18]. The yield is 0.920. (3) The reactants are [C:1]([O:9][C@H:10]1[C@@H:15]([O:16][C:17](=[O:24])[C:18]2[CH:23]=[CH:22][CH:21]=[CH:20][CH:19]=2)[C@H:14]([O:25][C:26](=[O:33])[C:27]2[CH:32]=[CH:31][CH:30]=[CH:29][CH:28]=2)[C@@H:13]([CH2:34][O:35][C:36](=[O:43])[C:37]2[CH:42]=[CH:41][CH:40]=[CH:39][CH:38]=2)[O:12][C@@H:11]1[O:44][C@H:45]1[C@@H:51]([O:52][C:53](=[O:60])[C:54]2[CH:59]=[CH:58][CH:57]=[CH:56][CH:55]=2)[C@H:50]([O:61][C:62](=[O:69])[C:63]2[CH:68]=[CH:67][CH:66]=[CH:65][CH:64]=2)[C@@H:49]([CH2:70][O:71][C:72](=[O:79])[C:73]2[CH:78]=[CH:77][CH:76]=[CH:75][CH:74]=2)[O:48][CH:46]1[OH:47])(=[O:8])[C:2]1[CH:7]=[CH:6][CH:5]=[CH:4][CH:3]=1.[Cl:80][C:81]([Cl:85])([Cl:84])[C:82]#[N:83].CCCCCC.CCOC(C)=O. The catalyst is C(Cl)Cl.C1CCN2C(=NCCC2)CC1. The product is [Cl:80][C:81]([Cl:85])([Cl:84])[C:82](=[NH:83])[O:47][CH:46]1[O:48][C@H:49]([CH2:70][O:71][C:72](=[O:79])[C:73]2[CH:74]=[CH:75][CH:76]=[CH:77][CH:78]=2)[C@@H:50]([O:61][C:62](=[O:69])[C:63]2[CH:64]=[CH:65][CH:66]=[CH:67][CH:68]=2)[C@H:51]([O:52][C:53](=[O:60])[C:54]2[CH:55]=[CH:56][CH:57]=[CH:58][CH:59]=2)[C@@H:45]1[O:44][C@H:11]1[O:12][C@H:13]([CH2:34][O:35][C:36](=[O:43])[C:37]2[CH:42]=[CH:41][CH:40]=[CH:39][CH:38]=2)[C@@H:14]([O:25][C:26](=[O:33])[C:27]2[CH:28]=[CH:29][CH:30]=[CH:31][CH:32]=2)[C@H:15]([O:16][C:17](=[O:24])[C:18]2[CH:23]=[CH:22][CH:21]=[CH:20][CH:19]=2)[C@@H:10]1[O:9][C:1](=[O:8])[C:2]1[CH:3]=[CH:4][CH:5]=[CH:6][CH:7]=1. The yield is 0.770. (4) The reactants are Br[C:2]1[CH:3]=[CH:4][C:5]2[N:6]([C:15]3[CH:20]=[CH:19][CH:18]=[CH:17][CH:16]=3)[C:7]3[C:12]([C:13]=2[CH:14]=1)=[CH:11][CH:10]=[CH:9][CH:8]=3.C([Li])CCC.[B:26](OC)([O:29]C)[O:27]C.Cl. The catalyst is O1CCCC1. The product is [C:7]1([N:6]2[C:5]3[CH:13]=[CH:14][C:2]([B:26]([OH:29])[OH:27])=[CH:3][C:4]=3[C:20]3[C:15]2=[CH:16][CH:17]=[CH:18][CH:19]=3)[CH:12]=[CH:11][CH:10]=[CH:9][CH:8]=1. The yield is 0.860. (5) The reactants are [CH2:1]([O:8][C:9]1[CH:10]=[CH:11][C:12]([CH3:15])=[N:13][CH:14]=1)[C:2]1[CH:7]=[CH:6][CH:5]=[CH:4][CH:3]=1.[Se](=O)=O.Cl.CN[O:22][CH3:23].Cl.C(N=C=NCCC[N:33]([CH3:35])C)C.[OH:36]N1C2C=CC=CC=2N=N1. The catalyst is N1C=CC=CC=1.CN(C)C=O.C(N(CC)CC)C.C(OCC)(=O)C.O.C(Cl)(Cl)Cl. The product is [CH3:23][O:22][CH2:35][NH:33][C:15]([C:12]1[CH:11]=[CH:10][C:9]([O:8][CH2:1][C:2]2[CH:3]=[CH:4][CH:5]=[CH:6][CH:7]=2)=[CH:14][N:13]=1)=[O:36]. The yield is 0.660. (6) The reactants are Cl.[C:2]([O:6][C:7](=[O:11])[CH2:8][CH2:9][NH2:10])([CH3:5])([CH3:4])[CH3:3].[H-].[Na+].Br[CH2:15][C:16]1[CH:40]=[CH:39][C:19]2[N:20]=[C:21]([C:23]3[CH:28]=[CH:27][C:26]([C:29]4[CH:34]=[CH:33][CH:32]=[CH:31][CH:30]=4)=[C:25]([C:35]([F:38])([F:37])[F:36])[CH:24]=3)[S:22][C:18]=2[CH:17]=1. The catalyst is CN(C=O)C.CCOC(C)=O. The product is [C:2]([O:6][C:7](=[O:11])[CH2:8][CH2:9][NH:10][CH2:15][C:16]1[CH:40]=[CH:39][C:19]2[N:20]=[C:21]([C:23]3[CH:28]=[CH:27][C:26]([C:29]4[CH:30]=[CH:31][CH:32]=[CH:33][CH:34]=4)=[C:25]([C:35]([F:36])([F:37])[F:38])[CH:24]=3)[S:22][C:18]=2[CH:17]=1)([CH3:5])([CH3:4])[CH3:3]. The yield is 0.260. (7) The reactants are [CH2:1]([N:3]1[CH:7]=[C:6]([C:8]2[N:9]=[C:10]3[C:15]([NH:16][C@H:17]4[C@@H:21]([CH2:22][F:23])[CH2:20][NH:19][CH2:18]4)=[C:14]([C:24]([NH2:26])=[O:25])[CH:13]=[N:12][N:11]3[CH:27]=2)[CH:5]=[N:4]1)[CH3:2].C(O)(C(F)(F)F)=O.[C:35]([C:37]1([C:40](O)=[O:41])[CH2:39][CH2:38]1)#[N:36].CN(C(ON1N=NC2C=CC=NC1=2)=[N+](C)C)C.F[P-](F)(F)(F)(F)F.CCN(C(C)C)C(C)C. The catalyst is CN(C=O)C. The product is [C:35]([C:37]1([C:40]([N:19]2[CH2:20][C@H:21]([CH2:22][F:23])[C@H:17]([NH:16][C:15]3[C:10]4[N:11]([CH:27]=[C:8]([C:6]5[CH:5]=[N:4][N:3]([CH2:1][CH3:2])[CH:7]=5)[N:9]=4)[N:12]=[CH:13][C:14]=3[C:24]([NH2:26])=[O:25])[CH2:18]2)=[O:41])[CH2:39][CH2:38]1)#[N:36]. The yield is 0.592.